Dataset: Full USPTO retrosynthesis dataset with 1.9M reactions from patents (1976-2016). Task: Predict the reactants needed to synthesize the given product. (1) Given the product [CH3:21][O:22][C:23]1[CH:24]=[C:25]2[C:30](=[CH:31][C:32]=1[O:33][CH3:34])[N:29]=[CH:28][CH:27]=[C:26]2[O:35][C:36]1[CH:42]=[CH:41][C:39]([NH:40][C:59]([NH:58][C:56](=[O:57])[C:53]2[CH:52]=[CH:51][C:50]([CH2:49][N:46]3[CH2:45][CH2:44][O:43][CH2:48][CH2:47]3)=[CH:55][CH:54]=2)=[S:60])=[CH:38][CH:37]=1, predict the reactants needed to synthesize it. The reactants are: S(Cl)(Cl)=O.O1CCN(CC2C=CC(C(Cl)=O)=CC=2)CC1.[CH3:21][O:22][C:23]1[CH:24]=[C:25]2[C:30](=[CH:31][C:32]=1[O:33][CH3:34])[N:29]=[CH:28][CH:27]=[C:26]2[O:35][C:36]1[CH:42]=[CH:41][C:39]([NH2:40])=[CH:38][CH:37]=1.[O:43]1[CH2:48][CH2:47][N:46]([CH2:49][C:50]2[CH:55]=[CH:54][C:53]([C:56]([N:58]=[C:59]=[S:60])=[O:57])=[CH:52][CH:51]=2)[CH2:45][CH2:44]1. (2) Given the product [CH3:25][CH:22]1[CH2:23][CH2:24][N:19]([C:11]2[C:12]3[CH:17]=[N:16][CH:15]=[N:14][C:13]=3[N:18]=[C:9]([OH:8])[C:10]=2[C:26]2[C:31]([F:32])=[CH:30][C:29]([F:33])=[CH:28][C:27]=2[F:34])[CH2:20][CH2:21]1, predict the reactants needed to synthesize it. The reactants are: C([O:8][C:9]1[C:10]([C:26]2[C:31]([F:32])=[CH:30][C:29]([F:33])=[CH:28][C:27]=2[F:34])=[C:11]([N:19]2[CH2:24][CH2:23][CH:22]([CH3:25])[CH2:21][CH2:20]2)[C:12]2[CH:17]=[N:16][CH:15]=[N:14][C:13]=2[N:18]=1)C1C=CC=CC=1.[H][H]. (3) Given the product [CH2:13]([O:20][C:21]1[CH:30]=[C:29]2[C:24]([C:25]([O:10][C:7]3[CH:8]=[CH:9][C:4]([NH2:3])=[C:5]([CH3:12])[C:6]=3[CH3:11])=[CH:26][CH:27]=[N:28]2)=[CH:23][C:22]=1[O:32][CH3:33])[C:14]1[CH:15]=[CH:16][CH:17]=[CH:18][CH:19]=1, predict the reactants needed to synthesize it. The reactants are: [H-].[Na+].[NH2:3][C:4]1[CH:9]=[CH:8][C:7]([OH:10])=[C:6]([CH3:11])[C:5]=1[CH3:12].[CH2:13]([O:20][C:21]1[CH:30]=[C:29]2[C:24]([C:25](Cl)=[CH:26][CH:27]=[N:28]2)=[CH:23][C:22]=1[O:32][CH3:33])[C:14]1[CH:19]=[CH:18][CH:17]=[CH:16][CH:15]=1.C(=O)([O-])O.[Na+]. (4) Given the product [CH2:14]([O:13][C:10]1[CH:11]=[CH:12][C:7]([C:6]([NH:5][CH2:4][CH2:3][NH:2][C:56]([C:55]2[C:51]([CH3:50])=[N:52][N:53]([C:59]3[CH:60]=[CH:61][CH:62]=[CH:63][CH:64]=3)[CH:54]=2)=[O:57])=[O:16])=[CH:8][CH:9]=1)[CH3:15], predict the reactants needed to synthesize it. The reactants are: Cl.[NH2:2][CH2:3][CH2:4][NH:5][C:6](=[O:16])[C:7]1[CH:12]=[CH:11][C:10]([O:13][CH2:14][CH3:15])=[CH:9][CH:8]=1.CCN(C(C)C)C(C)C.CN(C(ON1N=NC2C=CC=NC1=2)=[N+](C)C)C.F[P-](F)(F)(F)(F)F.[CH3:50][C:51]1[C:55]([C:56](O)=[O:57])=[CH:54][N:53]([C:59]2[CH:64]=[CH:63][CH:62]=[CH:61][CH:60]=2)[N:52]=1. (5) Given the product [Cl:17][C:18]1[CH:23]=[CH:22][C:21]([S:24]([N:27]([CH2:36][C:37]2[CH:38]=[CH:39][C:40]([C:41]3[N:42]=[C:1]([CH3:2])[O:4][N:43]=3)=[CH:45][CH:46]=2)[CH:28]2[CH2:34][CH2:33][CH2:32][CH2:31][NH:30][C:29]2=[O:35])(=[O:25])=[O:26])=[CH:20][CH:19]=1, predict the reactants needed to synthesize it. The reactants are: [C:1]([OH:4])(=O)[CH3:2].C(N1C=CN=C1)(N1C=CN=C1)=O.[Cl:17][C:18]1[CH:23]=[CH:22][C:21]([S:24]([N:27]([CH2:36][C:37]2[CH:46]=[CH:45][C:40]([C:41]([NH:43]O)=[NH:42])=[CH:39][CH:38]=2)[CH:28]2[CH2:34][CH2:33][CH2:32][CH2:31][NH:30][C:29]2=[O:35])(=[O:26])=[O:25])=[CH:20][CH:19]=1.O. (6) The reactants are: [CH3:1][C:2]1([CH3:21])[C:6]([CH3:8])([CH3:7])[O:5][B:4]([C:9]2[CH:10]=[C:11]([CH2:15][C:16]([O:18]CC)=[O:17])[CH:12]=[CH:13][CH:14]=2)[O:3]1.O.[Li+].[OH-]. Given the product [CH3:7][C:6]1([CH3:8])[C:2]([CH3:1])([CH3:21])[O:3][B:4]([C:9]2[CH:10]=[C:11]([CH2:15][C:16]([OH:18])=[O:17])[CH:12]=[CH:13][CH:14]=2)[O:5]1, predict the reactants needed to synthesize it.